Dataset: Full USPTO retrosynthesis dataset with 1.9M reactions from patents (1976-2016). Task: Predict the reactants needed to synthesize the given product. Given the product [NH2:14][C:15]1[C:16]([C:17]#[N:18])=[C:19]([CH:20]=[CH:21][CH:22]=1)[O:1][CH:2]1[CH2:3][CH2:4][CH:5]([C:8]([NH:10][CH:11]([CH3:13])[CH3:12])=[O:9])[CH2:6][CH2:7]1, predict the reactants needed to synthesize it. The reactants are: [OH:1][CH:2]1[CH2:7][CH2:6][CH:5]([C:8]([NH:10][CH:11]([CH3:13])[CH3:12])=[O:9])[CH2:4][CH2:3]1.[NH2:14][C:15]1[CH:22]=[CH:21][CH:20]=[C:19](F)[C:16]=1[C:17]#[N:18].